This data is from Peptide-MHC class I binding affinity with 185,985 pairs from IEDB/IMGT. The task is: Regression. Given a peptide amino acid sequence and an MHC pseudo amino acid sequence, predict their binding affinity value. This is MHC class I binding data. The peptide sequence is RVFKKIMSI. The MHC is HLA-A68:02 with pseudo-sequence HLA-A68:02. The binding affinity (normalized) is 0.525.